From a dataset of Blood-brain barrier permeability classification from the B3DB database. Regression/Classification. Given a drug SMILES string, predict its absorption, distribution, metabolism, or excretion properties. Task type varies by dataset: regression for continuous measurements (e.g., permeability, clearance, half-life) or binary classification for categorical outcomes (e.g., BBB penetration, CYP inhibition). Dataset: b3db_classification. (1) The drug is COc1c(C)c2c(c(O)c1CC=C(C)CCC(=O)O)C(=O)OC2. The result is 0 (does not penetrate BBB). (2) The molecule is O=C(Cn1cnnn1)NC1C(=O)N2C(C(=O)O)=C(CSc3nncs3)CS[C@@H]12. The result is 0 (does not penetrate BBB). (3) The molecule is CCC(=O)N[C@@H]1C(=O)NC(=O)NC1=NC[C@H](O)[C@H](O)[C@H](O)CO. The result is 1 (penetrates BBB). (4) The compound is CC(=O)O[C@@H]1C[C@@H]2C(COC(=O)CC(C)C)=CO[C@@H](OC(=O)CC(C)C)[C@H]2[C@@]12CO2. The result is 1 (penetrates BBB). (5) The compound is Oc1ccc2c(c1)[C@@]13CCCC[C@H]1[C@@H](C2)N(CCc1ccccc1)CC3. The result is 1 (penetrates BBB). (6) The drug is CC(=O)Nc1ccc(C(=O)Nc2ccccc2N)cc1. The result is 1 (penetrates BBB).